Dataset: Full USPTO retrosynthesis dataset with 1.9M reactions from patents (1976-2016). Task: Predict the reactants needed to synthesize the given product. (1) Given the product [Cl:32][C:20]1[C:21]([C:23]2[C:31]3[C:26](=[CH:27][CH:28]=[CH:29][CH:30]=3)[NH:25][CH:24]=2)=[N:22][C:17]([NH:16][CH:13]2[CH2:14][CH2:15][N:10]([C:8]([C:5]3[CH:6]=[CH:7][C:2]([NH:1][C:47](=[O:48])/[CH:46]=[CH:42]/[CH2:40][N:36]([CH3:35])[CH3:37])=[CH:3][C:4]=3[CH3:33])=[O:9])[CH2:11][CH2:12]2)=[N:18][CH:19]=1, predict the reactants needed to synthesize it. The reactants are: [NH2:1][C:2]1[CH:7]=[CH:6][C:5]([C:8]([N:10]2[CH2:15][CH2:14][CH:13]([NH:16][C:17]3[N:22]=[C:21]([C:23]4[C:31]5[C:26](=[CH:27][CH:28]=[CH:29][CH:30]=5)[NH:25][CH:24]=4)[C:20]([Cl:32])=[CH:19][N:18]=3)[CH2:12][CH2:11]2)=[O:9])=[C:4]([CH3:33])[CH:3]=1.C[CH2:35][N:36]([CH:40]([CH3:42])C)[CH:37](C)C.BrC/C=[CH:46]/[C:47](Cl)=[O:48].CNC. (2) Given the product [CH:1]([C:4]1[CH:5]=[CH:6][C:7]([C:10]2[N:15]=[C:14]([C:16]3[CH:17]=[C:18]([CH:24]=[CH:25][CH:26]=3)[C:19]([OH:21])=[O:20])[CH:13]=[CH:12][CH:11]=2)=[CH:8][CH:9]=1)([CH3:3])[CH3:2], predict the reactants needed to synthesize it. The reactants are: [CH:1]([C:4]1[CH:9]=[CH:8][C:7]([C:10]2[N:15]=[C:14]([C:16]3[CH:17]=[C:18]([CH:24]=[CH:25][CH:26]=3)[C:19]([O:21]CC)=[O:20])[CH:13]=[CH:12][CH:11]=2)=[CH:6][CH:5]=1)([CH3:3])[CH3:2].O.[OH-].[Li+].Cl. (3) Given the product [CH2:27]1[O:36][C:35]2[CH:34]=[CH:33][C:31]([NH:32][CH:23]3[CH2:22][CH2:21][N:20]([CH2:19][C:17]4[CH:16]=[CH:15][N:14]=[C:13]([C:5]5[CH:6]=[C:7]([O:11][CH3:12])[C:8]([O:9][CH3:10])=[C:3]([O:2][CH3:1])[CH:4]=5)[CH:18]=4)[CH2:25][CH2:24]3)=[CH:30][C:29]=2[O:28]1, predict the reactants needed to synthesize it. The reactants are: [CH3:1][O:2][C:3]1[CH:4]=[C:5]([C:13]2[CH:18]=[C:17]([CH2:19][N:20]3[CH2:25][CH2:24][C:23](=O)[CH2:22][CH2:21]3)[CH:16]=[CH:15][N:14]=2)[CH:6]=[C:7]([O:11][CH3:12])[C:8]=1[O:9][CH3:10].[CH2:27]1[O:36][C:35]2[CH:34]=[CH:33][C:31]([NH2:32])=[CH:30][C:29]=2[O:28]1.